This data is from NCI-60 drug combinations with 297,098 pairs across 59 cell lines. The task is: Regression. Given two drug SMILES strings and cell line genomic features, predict the synergy score measuring deviation from expected non-interaction effect. (1) Cell line: NCI/ADR-RES. Drug 2: CC12CCC3C(C1CCC2OP(=O)(O)O)CCC4=C3C=CC(=C4)OC(=O)N(CCCl)CCCl.[Na+]. Drug 1: CN(CCCl)CCCl.Cl. Synergy scores: CSS=0.207, Synergy_ZIP=-2.62, Synergy_Bliss=-3.12, Synergy_Loewe=-15.2, Synergy_HSA=-7.12. (2) Synergy scores: CSS=9.66, Synergy_ZIP=-0.982, Synergy_Bliss=0.139, Synergy_Loewe=-51.7, Synergy_HSA=-6.12. Cell line: HS 578T. Drug 1: CS(=O)(=O)C1=CC(=C(C=C1)C(=O)NC2=CC(=C(C=C2)Cl)C3=CC=CC=N3)Cl. Drug 2: CC1=C(C(=CC=C1)Cl)NC(=O)C2=CN=C(S2)NC3=CC(=NC(=N3)C)N4CCN(CC4)CCO. (3) Drug 1: CCC1(CC2CC(C3=C(CCN(C2)C1)C4=CC=CC=C4N3)(C5=C(C=C6C(=C5)C78CCN9C7C(C=CC9)(C(C(C8N6C=O)(C(=O)OC)O)OC(=O)C)CC)OC)C(=O)OC)O.OS(=O)(=O)O. Drug 2: C1=NC2=C(N1)C(=S)N=CN2. Cell line: HL-60(TB). Synergy scores: CSS=72.0, Synergy_ZIP=-2.14, Synergy_Bliss=-0.390, Synergy_Loewe=-7.20, Synergy_HSA=3.45. (4) Drug 1: CC=C1C(=O)NC(C(=O)OC2CC(=O)NC(C(=O)NC(CSSCCC=C2)C(=O)N1)C(C)C)C(C)C. Drug 2: CCC1(C2=C(COC1=O)C(=O)N3CC4=CC5=C(C=CC(=C5CN(C)C)O)N=C4C3=C2)O.Cl. Cell line: HL-60(TB). Synergy scores: CSS=91.7, Synergy_ZIP=-1.21, Synergy_Bliss=-2.25, Synergy_Loewe=0.225, Synergy_HSA=-1.00. (5) Drug 1: C1CN(CCN1C(=O)CCBr)C(=O)CCBr. Drug 2: COC1=C2C(=CC3=C1OC=C3)C=CC(=O)O2. Cell line: HS 578T. Synergy scores: CSS=15.1, Synergy_ZIP=-3.72, Synergy_Bliss=0.812, Synergy_Loewe=5.60, Synergy_HSA=7.33. (6) Drug 2: C1C(C(OC1N2C=NC3=C2NC=NCC3O)CO)O. Drug 1: CC1C(C(=O)NC(C(=O)N2CCCC2C(=O)N(CC(=O)N(C(C(=O)O1)C(C)C)C)C)C(C)C)NC(=O)C3=C4C(=C(C=C3)C)OC5=C(C(=O)C(=C(C5=N4)C(=O)NC6C(OC(=O)C(N(C(=O)CN(C(=O)C7CCCN7C(=O)C(NC6=O)C(C)C)C)C)C(C)C)C)N)C. Synergy scores: CSS=51.1, Synergy_ZIP=-2.88, Synergy_Bliss=-5.77, Synergy_Loewe=-47.9, Synergy_HSA=-7.67. Cell line: SF-539. (7) Drug 1: C1=C(C(=O)NC(=O)N1)N(CCCl)CCCl. Drug 2: C1CN1P(=S)(N2CC2)N3CC3. Cell line: EKVX. Synergy scores: CSS=5.37, Synergy_ZIP=-4.89, Synergy_Bliss=-6.44, Synergy_Loewe=-9.23, Synergy_HSA=-5.97.